This data is from Peptide-MHC class II binding affinity with 134,281 pairs from IEDB. The task is: Regression. Given a peptide amino acid sequence and an MHC pseudo amino acid sequence, predict their binding affinity value. This is MHC class II binding data. (1) The peptide sequence is DLPTHENHGLKTRQE. The MHC is DRB4_0103 with pseudo-sequence DRB4_0103. The binding affinity (normalized) is 0.216. (2) The peptide sequence is YDKFLAIVSTVLTGK. The MHC is DRB1_0101 with pseudo-sequence DRB1_0101. The binding affinity (normalized) is 0.847. (3) The peptide sequence is EKKYFAATQFDPLAA. The MHC is DRB1_1602 with pseudo-sequence DRB1_1602. The binding affinity (normalized) is 0.744. (4) The peptide sequence is MTETLLVQNANPDCKTIL. The MHC is DRB1_0701 with pseudo-sequence DRB1_0701. The binding affinity (normalized) is 0.0334.